From a dataset of Forward reaction prediction with 1.9M reactions from USPTO patents (1976-2016). Predict the product of the given reaction. (1) Given the reactants [OH:1][Li].O.[Cl:4][C:5]1[CH:10]=[CH:9][C:8]([CH:11]2[CH2:17][C:14]3([CH2:16][CH2:15]3)[N:13]([C:18]([O:20][C:21]([CH3:24])([CH3:23])[CH3:22])=[O:19])[C:12]2=[O:25])=[CH:7][CH:6]=1, predict the reaction product. The product is: [C:21]([O:20][C:18]([NH:13][C:14]1([CH2:17][CH:11]([C:8]2[CH:9]=[CH:10][C:5]([Cl:4])=[CH:6][CH:7]=2)[C:12]([OH:25])=[O:1])[CH2:16][CH2:15]1)=[O:19])([CH3:24])([CH3:23])[CH3:22]. (2) Given the reactants Br[C:2]1[CH:7]=[CH:6][C:5]([NH:8][C:9](=[O:11])[CH3:10])=[CH:4][CH:3]=1.[N:12]1[CH:17]=[CH:16][C:15](B(O)O)=[CH:14][CH:13]=1.C(=O)([O-])[O-].[Cs+].[Cs+], predict the reaction product. The product is: [N:12]1[CH:17]=[CH:16][C:15]([C:2]2[CH:7]=[CH:6][C:5]([NH:8][C:9](=[O:11])[CH3:10])=[CH:4][CH:3]=2)=[CH:14][CH:13]=1. (3) Given the reactants Br[CH2:2][C:3]1[C:8]([CH3:9])=[C:7]([CH3:10])[C:6]([CH3:11])=[CH:5][N:4]=1.[Cl:12][C:13]1[N:21]=[C:20]([NH2:22])[N:19]=[C:18]2[C:14]=1[N:15]=[CH:16][NH:17]2.C([O-])([O-])=O.[K+].[K+], predict the reaction product. The product is: [Cl:12][C:13]1[N:21]=[C:20]([NH2:22])[N:19]=[C:18]2[C:14]=1[N:15]=[CH:16][N:17]2[CH2:2][C:3]1[C:8]([CH3:9])=[C:7]([CH3:10])[C:6]([CH3:11])=[CH:5][N:4]=1. (4) Given the reactants [F:1][C:2]1[CH:11]=[C:10]([F:12])[CH:9]=[C:8]2[C:3]=1[C:4]([NH:20][C:21]1[C:26](I)=[CH:25][N:24]=[C:23]([N:28]3[CH2:33][CH2:32][O:31][CH2:30][CH2:29]3)[CH:22]=1)=[C:5]([CH3:19])[C:6]([C:13]1[CH:18]=[CH:17][CH:16]=[CH:15][N:14]=1)=[N:7]2.[F:34][C:35]([F:47])([F:46])[O:36][C:37]1[CH:38]=[C:39](B(O)O)[CH:40]=[CH:41][CH:42]=1.C1(P(C2CCCCC2)C2CCCCC2)CCCCC1.[O-]P([O-])([O-])=O.[K+].[K+].[K+], predict the reaction product. The product is: [F:1][C:2]1[CH:11]=[C:10]([F:12])[CH:9]=[C:8]2[C:3]=1[C:4]([NH:20][C:21]1[C:26]([C:39]3[CH:40]=[CH:41][CH:42]=[C:37]([O:36][C:35]([F:34])([F:46])[F:47])[CH:38]=3)=[CH:25][N:24]=[C:23]([N:28]3[CH2:33][CH2:32][O:31][CH2:30][CH2:29]3)[CH:22]=1)=[C:5]([CH3:19])[C:6]([C:13]1[CH:18]=[CH:17][CH:16]=[CH:15][N:14]=1)=[N:7]2. (5) Given the reactants [NH2:1][C:2]1[CH:23]=[CH:22][C:5]([CH2:6][N:7]2[C:15]3[C:10](=[CH:11][CH:12]=[CH:13][CH:14]=3)[C:9]([CH2:16][C:17]([O:19][CH2:20][CH3:21])=[O:18])=[N:8]2)=[CH:4][CH:3]=1.C(N(CC)CC)C.[CH3:31][C:32]1[CH:40]=[CH:39][C:35]([C:36](Cl)=[O:37])=[CH:34][N:33]=1.C(=O)(O)[O-].[Na+], predict the reaction product. The product is: [CH3:31][C:32]1[CH:40]=[CH:39][C:35]([C:36]([NH:1][C:2]2[CH:3]=[CH:4][C:5]([CH2:6][N:7]3[C:15]4[C:10](=[CH:11][CH:12]=[CH:13][CH:14]=4)[C:9]([CH2:16][C:17]([O:19][CH2:20][CH3:21])=[O:18])=[N:8]3)=[CH:22][CH:23]=2)=[O:37])=[CH:34][N:33]=1.